Dataset: Peptide-MHC class I binding affinity with 185,985 pairs from IEDB/IMGT. Task: Regression. Given a peptide amino acid sequence and an MHC pseudo amino acid sequence, predict their binding affinity value. This is MHC class I binding data. (1) The peptide sequence is RWRRRWQQLL. The MHC is Mamu-B03 with pseudo-sequence Mamu-B03. The binding affinity (normalized) is 0.729. (2) The peptide sequence is ADSLDFTQV. The MHC is HLA-B40:02 with pseudo-sequence HLA-B40:02. The binding affinity (normalized) is 0.198. (3) The peptide sequence is YTGDIDSVI. The MHC is Patr-B0101 with pseudo-sequence Patr-B0101. The binding affinity (normalized) is 0.929. (4) The peptide sequence is RQFPGAFEF. The MHC is Mamu-B52 with pseudo-sequence Mamu-B52. The binding affinity (normalized) is 1.00. (5) The peptide sequence is SPMLYQLLEA. The MHC is HLA-B07:02 with pseudo-sequence HLA-B07:02. The binding affinity (normalized) is 0.580. (6) The peptide sequence is LVYIFEPEK. The MHC is HLA-A03:01 with pseudo-sequence HLA-A03:01. The binding affinity (normalized) is 0.450. (7) The peptide sequence is FMYSDFHFI. The MHC is HLA-A02:06 with pseudo-sequence HLA-A02:06. The binding affinity (normalized) is 0.742. (8) The peptide sequence is VINRVSENT. The MHC is HLA-A02:01 with pseudo-sequence HLA-A02:01. The binding affinity (normalized) is 0. (9) The peptide sequence is RDRFKRTSF. The MHC is HLA-A69:01 with pseudo-sequence HLA-A69:01. The binding affinity (normalized) is 0.0847. (10) The peptide sequence is KAMSTPFSL. The MHC is HLA-B15:17 with pseudo-sequence HLA-B15:17. The binding affinity (normalized) is 0.949.